Dataset: Reaction yield outcomes from USPTO patents with 853,638 reactions. Task: Predict the reaction yield, written as a fraction of the theoretical maximum amount of product (1.0 means a 100% yield; for example, 0.34 means a 34% yield). The reactants are [CH:1]([C:4]1([O:14][C:15](=[O:18])[CH:16]=[CH2:17])[CH:11]2[CH2:12][CH:7]3[CH2:8][CH:9]([CH2:13][CH:5]1[CH2:6]3)[CH2:10]2)([CH3:3])[CH3:2].C(OC(C12CC3CC(CC(C3)C1)C2)(C)C(C)C)(=[O:22])C=C. No catalyst specified. The product is [OH:22][C:9]12[CH2:13][CH:5]3[CH2:6][CH:7]([CH2:12][CH:11]([C:4]3([CH:1]([CH3:3])[CH3:2])[O:14][C:15](=[O:18])[CH:16]=[CH2:17])[CH2:10]1)[CH2:8]2. The yield is 0.560.